This data is from Forward reaction prediction with 1.9M reactions from USPTO patents (1976-2016). The task is: Predict the product of the given reaction. (1) Given the reactants [CH2:1]([N:8]1[CH2:13][CH2:12][N:11]([CH2:14][C:15]2[CH:20]=[CH:19][CH:18]=[CH:17][CH:16]=2)[CH2:10][C@@H:9]1[CH:21]=[CH2:22])[C:2]1[CH:7]=[CH:6][CH:5]=[CH:4][CH:3]=1.C12BC(CCC1)CCC2.I[C:33]1[CH:38]=[CH:37][C:36]([C:39]([F:42])([F:41])[F:40])=[CH:35][CH:34]=1.C1(P(C2C=CC=CC=2)C2C=CC=CC=2)C=CC=CC=1.[OH-].[Na+], predict the reaction product. The product is: [CH2:1]([N:8]1[CH2:13][CH2:12][N:11]([CH2:14][C:15]2[CH:20]=[CH:19][CH:18]=[CH:17][CH:16]=2)[CH2:10][C@@H:9]1[CH2:21][CH2:22][C:33]1[CH:38]=[CH:37][C:36]([C:39]([F:42])([F:41])[F:40])=[CH:35][CH:34]=1)[C:2]1[CH:3]=[CH:4][CH:5]=[CH:6][CH:7]=1. (2) Given the reactants [F:1][C:2]1[CH:3]=[C:4]([C:9]2[C:14]([CH2:15][CH2:16][CH2:17][CH2:18][CH2:19][CH2:20][CH3:21])=[CH:13][C:12](=[O:22])[N:11]3[CH:23]([C:26]([NH2:28])=O)[CH2:24][S:25][C:10]=23)[CH:5]=[CH:6][C:7]=1[F:8].[N-:29]=[N+:30]=[N-:31].[Na+].[Si](Cl)(Cl)(Cl)Cl, predict the reaction product. The product is: [F:1][C:2]1[CH:3]=[C:4]([C:9]2[C:14]([CH2:15][CH2:16][CH2:17][CH2:18][CH2:19][CH2:20][CH3:21])=[CH:13][C:12](=[O:22])[N:11]3[C@H:23]([C:26]4[NH:28][N:31]=[N:30][N:29]=4)[CH2:24][S:25][C:10]=23)[CH:5]=[CH:6][C:7]=1[F:8].